This data is from Forward reaction prediction with 1.9M reactions from USPTO patents (1976-2016). The task is: Predict the product of the given reaction. (1) The product is: [Cl:1][C:2]1[CH:3]=[C:4]([C:8]2[C:13]3[N:14]=[CH:15][S:16][C:12]=3[CH:11]=[C:10]([CH3:18])[C:9]=2[F:19])[CH:5]=[CH:6][CH:7]=1. Given the reactants [Cl:1][C:2]1[CH:3]=[C:4]([C:8]2[C:13]3[N:14]=[C:15](N)[S:16][C:12]=3[CH:11]=[C:10]([CH3:18])[C:9]=2[F:19])[CH:5]=[CH:6][CH:7]=1.N(OC(C)(C)C)=O, predict the reaction product. (2) Given the reactants [CH2:1]([O:3][C:4]([C:6]1[CH:7]=[N:8][C:9]2[N:10]([N:21]=[CH:22][C:23]=2[S:24]([OH:27])(=O)=[O:25])[C:11]=1[NH:12][C:13]1[CH:18]=[CH:17][C:16]([F:19])=[CH:15][C:14]=1[CH3:20])=[O:5])[CH3:2].S(Cl)(Cl)=O.CN(C=O)C.[C:37]([NH2:41])([CH3:40])([CH3:39])[CH3:38].C(N(CC)CC)C.Cl, predict the reaction product. The product is: [C:37]([NH:41][S:24]([C:23]1[CH:22]=[N:21][N:10]2[C:11]([NH:12][C:13]3[CH:18]=[CH:17][C:16]([F:19])=[CH:15][C:14]=3[CH3:20])=[C:6]([C:4]([O:3][CH2:1][CH3:2])=[O:5])[CH:7]=[N:8][C:9]=12)(=[O:25])=[O:27])([CH3:40])([CH3:39])[CH3:38]. (3) Given the reactants [C:1]([O:5][C:6](=[O:26])[NH:7][C@H:8]1[C@H:17]([O:18][CH3:19])[CH2:16][C:15]2[C:10](=[CH:11][C:12]([C:20]#[N:21])=[CH:13][CH:14]=2)[C:9]1([CH2:24][CH3:25])[CH2:22][CH3:23])([CH3:4])([CH3:3])[CH3:2].C([OH:29])C.CN(C=O)C, predict the reaction product. The product is: [C:1]([O:5][C:6](=[O:26])[NH:7][C@H:8]1[C@H:17]([O:18][CH3:19])[CH2:16][C:15]2[C:10](=[CH:11][C:12]([C:20](=[O:29])[NH2:21])=[CH:13][CH:14]=2)[C:9]1([CH2:22][CH3:23])[CH2:24][CH3:25])([CH3:3])([CH3:4])[CH3:2]. (4) Given the reactants [CH3:1][C:2]1[C:3](=[O:25])[CH2:4][CH2:5][C:6]2([C:19]3[CH:24]=[CH:23][CH:22]=[CH:21][CH:20]=3)[C:11]=1[CH2:10][CH2:9][CH2:8][CH:7]2[O:12]C1CCCCO1, predict the reaction product. The product is: [OH:12][CH:7]1[CH2:8][CH2:9][CH2:10][CH:11]2[C:6]1([C:19]1[CH:20]=[CH:21][CH:22]=[CH:23][CH:24]=1)[CH2:5][CH2:4][C:3](=[O:25])[CH:2]2[CH3:1].